This data is from Experimentally validated miRNA-target interactions with 360,000+ pairs, plus equal number of negative samples. The task is: Binary Classification. Given a miRNA mature sequence and a target amino acid sequence, predict their likelihood of interaction. (1) The miRNA is hsa-miR-3074-3p with sequence GAUAUCAGCUCAGUAGGCACCG. The protein sequence of the target gene is MAAAGAAATHLEVARGKRAALFFAAVAIVLGLPLWWKTTETYRASLPYSQISGLNALQLRLMVPVTVVFTRESVPLDDQEKLPFTVVHEREIPLKYKMKIKCRFQKAYRRALDHEEEALSSGSVQEAEAMLDEPQEQAEGSLTVYVISEHSSLLPQDMMSYIGPKRTAVVRGIMHREAFNIIGRRIVQVAQAMSLTEDVLAAALADHLPEDKWSAEKRRPLKSSLGYEITFSLLNPDPKSHDVYWDIEGAVRRYVQPFLNALGAAGNFSVDSQILYYAMLGVNPRFDSASSSYYLDMHSL.... Result: 0 (no interaction). (2) The miRNA is hsa-miR-409-3p with sequence GAAUGUUGCUCGGUGAACCCCU. The protein sequence of the target gene is MGLPRGPEGQGLPEVETREDEEQNVKLTEILELLVAAGYFRARIKGLSPFDKVVGGMTWCITTCNFDVDVDLLFQENSTIGQKIALSEKIVSVLPRMKCPHQLEPHQIQGMDFIHIFPVVQWLVKRAIETKEEMGDYIRSYSVSQFQKTYSLPEDDDFIKRKEKAIKTVVDLSEVYKPRRKYKRHQGAEELLDEESRIHATLLEYGRRYGFSRQSKMEKAEDKKTALPAGLSATEKADAHEEDELRAAEEQRIQSLMTKMTAMANEESRLTASSVGQIVGLCSAEIKQIVSEYAEKQSEL.... Result: 0 (no interaction).